From a dataset of Reaction yield outcomes from USPTO patents with 853,638 reactions. Predict the reaction yield, written as a fraction of the theoretical maximum amount of product (1.0 means a 100% yield; for example, 0.34 means a 34% yield). (1) The reactants are [CH3:1][NH2:2].[CH2:3]([N:5]1[C:9]2[C:10]([F:24])=[CH:11][C:12]([N:14]3[CH2:18][C@H:17]([C:19]([O:21]C)=O)[O:16][C:15]3=[O:23])=[CH:13][C:8]=2[O:7][C:6]1=[O:25])[CH3:4]. The catalyst is CO. The product is [CH2:3]([N:5]1[C:9]2[C:10]([F:24])=[CH:11][C:12]([N:14]3[CH2:18][C@H:17]([C:19]([NH:2][CH3:1])=[O:21])[O:16][C:15]3=[O:23])=[CH:13][C:8]=2[O:7][C:6]1=[O:25])[CH3:4]. The yield is 0.400. (2) The reactants are [Sn](Cl)Cl.[Cl:4][C:5]1[CH:14]=[C:13]([O:15][CH3:16])[C:12]([N+:17]([O-])=O)=[CH:11][C:6]=1[C:7]([O:9][CH3:10])=[O:8]. The catalyst is CO. The product is [NH2:17][C:12]1[C:13]([O:15][CH3:16])=[CH:14][C:5]([Cl:4])=[C:6]([CH:11]=1)[C:7]([O:9][CH3:10])=[O:8]. The yield is 0.571.